From a dataset of Catalyst prediction with 721,799 reactions and 888 catalyst types from USPTO. Predict which catalyst facilitates the given reaction. (1) Reactant: Cl[C:2]1[C:7]([CH3:8])=[CH:6][CH:5]=[CH:4][C:3]=1[CH3:9].[CH2:10]([NH2:16])[CH2:11][CH2:12][CH2:13][CH2:14][CH3:15].CC(C)([O-])C.[Na+]. Product: [CH3:9][C:3]1[CH:4]=[CH:5][CH:6]=[C:7]([CH3:8])[C:2]=1[NH:16][CH2:10][CH2:11][CH2:12][CH2:13][CH2:14][CH3:15]. The catalyst class is: 222. (2) Reactant: Cl.FC1C=C(C=CC=1)CN1C=C(C2C3C(=NC=C(C4C=CC(C5CCNCC5)=CC=4)C=3)N(S(C3C=CC(C)=CC=3)(=O)=O)C=2)C=N1.[F:46][C:47]1[CH:48]=[C:49]([CH:91]=[CH:92][CH:93]=1)[CH2:50][N:51]1[CH:55]=[C:54]([C:56]2[C:64]3[C:59](=[N:60][CH:61]=[C:62]([C:65]4[N:70]=[CH:69][C:68]([N:71]5[CH2:76][CH2:75][N:74]([CH2:77][C@@H:78]([OH:80])[CH3:79])[CH2:73][CH2:72]5)=[CH:67][CH:66]=4)[CH:63]=3)[N:58](S(C3C=CC(C)=CC=3)(=O)=O)[CH:57]=2)[CH:53]=[N:52]1.[OH-].[Li+]. Product: [F:46][C:47]1[CH:48]=[C:49]([CH:91]=[CH:92][CH:93]=1)[CH2:50][N:51]1[CH:55]=[C:54]([C:56]2[C:64]3[C:59](=[N:60][CH:61]=[C:62]([C:65]4[N:70]=[CH:69][C:68]([N:71]5[CH2:76][CH2:75][N:74]([CH2:77][C@@H:78]([OH:80])[CH3:79])[CH2:73][CH2:72]5)=[CH:67][CH:66]=4)[CH:63]=3)[NH:58][CH:57]=2)[CH:53]=[N:52]1. The catalyst class is: 87. (3) Reactant: Br[C:2]1[CH:3]=[C:4]2[C:14](=[CH:15][CH:16]=1)[O:13][C:7]1([CH2:12][CH2:11][CH2:10][O:9][CH2:8]1)[CH2:6][C:5]2=[O:17].[CH:35]1[CH:36]=[CH:31]C(P([C:31]2[CH:36]=[CH:35][CH:34]=[CH:33]C=2)[C:35]2[CH:36]=[CH:31]C=[CH:33][CH:34]=2)=[CH:33][CH:34]=1. Product: [CH:35]1([C:34]#[C:33][C:2]2[CH:3]=[C:4]3[C:14](=[CH:15][CH:16]=2)[O:13][C:7]2([CH2:12][CH2:11][CH2:10][O:9][CH2:8]2)[CH2:6][C:5]3=[O:17])[CH2:36][CH2:31]1. The catalyst class is: 724.